Regression. Given a peptide amino acid sequence and an MHC pseudo amino acid sequence, predict their binding affinity value. This is MHC class I binding data. From a dataset of Peptide-MHC class I binding affinity with 185,985 pairs from IEDB/IMGT. The peptide sequence is SGFPAKVTAHW. The MHC is Mamu-B52 with pseudo-sequence Mamu-B52. The binding affinity (normalized) is 0.967.